Dataset: Reaction yield outcomes from USPTO patents with 853,638 reactions. Task: Predict the reaction yield, written as a fraction of the theoretical maximum amount of product (1.0 means a 100% yield; for example, 0.34 means a 34% yield). (1) The reactants are [C:1]([N:5]1[C:28]2[C:27](=[O:29])[CH2:26][C:10]3([CH2:15][CH2:14][N:13](C(OCC4C=CC=CC=4)=O)[CH2:12][CH2:11]3)[CH2:9][C:8]=2[CH:7]=[N:6]1)([CH3:4])([CH3:3])[CH3:2].CC1CC=CCC=1.Cl. The catalyst is C(O)C.[Pd].C(OCC)(=O)C.O1CCOCC1. The product is [C:1]([N:5]1[C:28]2[C:27](=[O:29])[CH2:26][C:10]3([CH2:15][CH2:14][NH:13][CH2:12][CH2:11]3)[CH2:9][C:8]=2[CH:7]=[N:6]1)([CH3:4])([CH3:2])[CH3:3]. The yield is 0.970. (2) The reactants are [Br:1][C:2]1[C:7]([CH2:8][OH:9])=[CH:6][CH:5]=[CH:4][N:3]=1.N1C=CN=C1.[CH3:15][C:16]([Si:19](Cl)([CH3:21])[CH3:20])([CH3:18])[CH3:17]. The catalyst is CN(C=O)C.O.CCOC(C)=O. The product is [Br:1][C:2]1[C:7]([CH2:8][O:9][Si:19]([C:16]([CH3:18])([CH3:17])[CH3:15])([CH3:21])[CH3:20])=[CH:6][CH:5]=[CH:4][N:3]=1. The yield is 0.940. (3) The reactants are [Br:1][C:2]1[N:6]2[C:7](=[O:13])[CH:8]=[C:9]([CH2:11][Cl:12])[N:10]=[C:5]2[S:4][C:3]=1[CH3:14].[F:15][B-](F)(F)F.F[B-](F)(F)F.ClC[N+]12CC[N+](F)(CC1)CC2. The product is [Br:1][C:2]1[N:6]2[C:7](=[O:13])[C:8]([F:15])=[C:9]([CH2:11][Cl:12])[N:10]=[C:5]2[S:4][C:3]=1[CH3:14]. The catalyst is C(#N)C. The yield is 0.400. (4) The reactants are [NH:1]1[CH2:6][CH2:5][CH2:4][C@H:3]([NH:7][C:8](=[O:14])[O:9][C:10]([CH3:13])([CH3:12])[CH3:11])[CH2:2]1.CCN(CC)CC.[CH:22]1[CH:27]=[CH:26][C:25]([CH2:28][O:29][C:30](Cl)=[O:31])=[CH:24][CH:23]=1. The catalyst is C(Cl)Cl. The product is [C:10]([O:9][C:8]([NH:7][C@H:3]1[CH2:4][CH2:5][CH2:6][N:1]([C:30]([O:29][CH2:28][C:25]2[CH:26]=[CH:27][CH:22]=[CH:23][CH:24]=2)=[O:31])[CH2:2]1)=[O:14])([CH3:11])([CH3:13])[CH3:12]. The yield is 0.890. (5) The reactants are [C:1]([NH:6][C:7]1[NH:8][C:9](=[O:31])[C:10]2[N:11]=[CH:12][N:13]([C:29]=2[N:30]=1)[C@@H:14]1[O:28][C@H:18]([CH2:19][O:20][Si:21]([C:24]([CH3:27])([CH3:26])[CH3:25])([CH3:23])[CH3:22])[C@@H:16]([OH:17])[CH2:15]1)(=[O:5])[CH:2]([CH3:4])[CH3:3].C(O)(=O)C.C(OC(=O)C)(=O)C.C([O-])([O-])=O.[K+].[K+].[CH3:49][S:50]([CH3:52])=O. No catalyst specified. The product is [C:1]([NH:6][C:7]1[NH:8][C:9](=[O:31])[C:10]2[N:11]=[CH:12][N:13]([C:29]=2[N:30]=1)[C@@H:14]1[O:28][C@H:18]([CH2:19][O:20][Si:21]([C:24]([CH3:26])([CH3:25])[CH3:27])([CH3:23])[CH3:22])[C@@H:16]([O:17][CH2:49][S:50][CH3:52])[CH2:15]1)(=[O:5])[CH:2]([CH3:4])[CH3:3]. The yield is 0.690.